Dataset: Forward reaction prediction with 1.9M reactions from USPTO patents (1976-2016). Task: Predict the product of the given reaction. Given the reactants [C:1]([C:3]1[CH:8]=[CH:7][CH:6]=[CH:5][C:4]=1[C:9]1[CH:10]=[CH:11][C:12](/[CH:15]=[CH:16]/[C@@H:17]2[C@H:25]3[C@:21]([CH:28]([O:33][CH3:34])[C:29]([O:31]C)=[O:30])([C:22](=[O:27])[O:23][C@@H:24]3[CH3:26])[CH2:20][C:19]([F:36])([F:35])[C@H:18]2[CH3:37])=[N:13][CH:14]=1)#[N:2].[OH-:38].[Li+], predict the reaction product. The product is: [C:1]([C:3]1[CH:8]=[CH:7][CH:6]=[CH:5][C:4]=1[C:9]1[CH:10]=[CH:11][C:12](/[CH:15]=[CH:16]/[C@@H:17]2[C@H:25]3[C@:21]([CH:28]([O:33][CH3:34])[C:29]([OH:31])=[O:30])([C:22](=[O:27])[O:23][C@@H:24]3[CH3:26])[CH2:20][C:19]([F:35])([F:36])[C@H:18]2[CH3:37])=[N:13][CH:14]=1)(=[O:38])[NH2:2].